From a dataset of hERG Central: cardiac toxicity at 1µM, 10µM, and general inhibition. Predict hERG channel inhibition at various concentrations. (1) Results: hERG_inhib (hERG inhibition (general)): blocker. The drug is O=C(CN1CCN(C(=O)C2COc3ccccc3O2)CC1)Nc1ccccc1. (2) The compound is c1ccc(OCCN2CCN(Cc3nc(-c4ccc5c(c4)OCO5)no3)CC2)cc1. Results: hERG_inhib (hERG inhibition (general)): blocker.